Task: Binary Classification. Given a miRNA mature sequence and a target amino acid sequence, predict their likelihood of interaction.. Dataset: Experimentally validated miRNA-target interactions with 360,000+ pairs, plus equal number of negative samples (1) The miRNA is mmu-miR-503-5p with sequence UAGCAGCGGGAACAGUACUGCAG. The protein sequence of the target gene is MDALKSAGRALIRSPSLAKQSWAGGRHRKLPENWTDTRETLLEGMVFSLKYLGMTLVERPKGEELSAAAVKRIVATAKASGKKLQKVTLKVSPRGIILTDSLTSQLIENVSIYRISYCTADKMHDKVFAYIAQSQQNESLECHAFLCTKRKVAQAVTLTVAQAFKVAFEFWQVSKEEKEKREKANQEGGDVPGTRRDSTPSLKTLVATGNLLDLEEVAKAPLSTVSANTNNVDETPRPQVLGNNSVVWELDDGLDEAFSRLAQSRTNPQVLDTGLSAQDIHYAQCLSPTDWDKPDSSGID.... Result: 0 (no interaction). (2) The miRNA is hsa-miR-6506-5p with sequence ACUGGGAUGUCACUGAAUAUGGU. The protein sequence of the target gene is MSLVACECPPGPGLEPEPCSRARSQACMYLEQIRNRVATGTADVTKRDYLVDAATQIHLALERDVSEDYEAAFNHYQNGVDVLLRGVHVDPNKERREAVKLKITKYLRRAEEIFNCHLQRTLGSGASPNTGFSSLRLRPIRTLSSALEQLKGCRVVGIIKKVQVVQDPATGGTFIVKSLPRCHMVSRERLTIIPHGVPYMTKLLRYFVSEDSIFLHLEHVQGGTLWSHLLSQDHFQYSGLNSGSVQEKSQAQLSTRLSLMTPAELTPGHTLRQNRIPMEPPRTSQSLPPALQLQKEADAE.... Result: 0 (no interaction). (3) The miRNA is hsa-miR-515-3p with sequence GAGUGCCUUCUUUUGGAGCGUU. The protein sequence of the target gene is MSGGHQLQLAALWPWLLMATLQAGFGRTGLVLAAAVESERSAEQKAIIRVIPLKMDPTGKLNLTLEGVFAGVAEITPAEGKLMQSHPLYLCNASDDDNLEPGFISIVKLESPRRAPRPCLSLASKARMAGERGASAVLFDITEDRAAAEQLQQPLGLTWPVVLIWGNDAEKLMEFVYKNQKAHVRIELKEPPAWPDYDVWILMTVVGTIFVIILASVLRIRCRPRHSRPDPLQQRTAWAISQLATRRYQASCRQARGEWPDSGSSCSSAPVCAICLEEFSEGQELRVISCLHEFHRNCVD.... Result: 0 (no interaction). (4) The miRNA is hsa-miR-92a-3p with sequence UAUUGCACUUGUCCCGGCCUGU. The protein sequence of the target gene is MPHLENVVLCRESQVSILQSLFGERHHFSFPSIFIYGHTASGKTYVTQTLLKTLELPHVFVNCVECFTLRLLLEQILNKLNHLSSSEDGCSTEITCETFNDFVRLFKQVTTAENLKDQTVYIVLDKAEYLRDMEANLLPGFLRLQELADRNVTVLFLSEIVWEKFRPNTGCFEPFVLYFPDYSIGNLQKILSHDHPPEYSADFYAAYINILLGVFYTVCRDLKELRHLAVLNFPKYCEPVVKGEASERDTRKLWRNIEPHLKKAMQTVYLREISSSQWEKLQKDDTDPGQLKGLSAHTHV.... Result: 1 (interaction). (5) The miRNA is hsa-miR-1270 with sequence CUGGAGAUAUGGAAGAGCUGUGU. The protein sequence of the target gene is MSLENEDKRARTRSKALRGPPETTAADLSCPTPGCTGSGHVRGKYSRHRSLQSCPLAKKRKLEGAEAEHLVSKRKSHPLKLALDEGYGVDSDGSEDTEVKDASVSDESEGTLEGAEAETSGQDEIHRPETAEGRSPVKSHFGSNPIGSATASSKGSYSSYQGIIATSLLNLGQIAEETLVEEDLGQAAKPGPGIVHLLQEAAEGAASEEGEKGLFIQPEDAEEVVEVTTERSQDLCPQSLEDAASEESSKQKGILSHEEEDEEEEEEEEEEEEDEEEEEEEEEEEEEEEEEEEEEEEEEE.... Result: 0 (no interaction). (6) The miRNA is hsa-miR-4722-3p with sequence ACCUGCCAGCACCUCCCUGCAG. The protein sequence of the target gene is MDCRTKANPDRTFDLVLKVKCHASENEDPVVLWKFPEDFGDQEILQSVPKFCFPFDVERVSQNQVGQHFTFVLTDIESKQRFGFCRLTSGGTICLCILSYLPWFEVYYKLLNTLADYLAKELENDLNETLRSLYNHPVPKANTPVNLSVNQEIFIACEQVLKDQPALVPHSYFIAPDVTGLPTIPESRNLTEYFVAVDVNNMLQLYASMLHERRIVIISSKLSTLTACIHGSAALLYPMYWQHIYIPVLPPHLLDYCCAPMPYLIGIHSSLIERVKNKSLEDVVMLNVDTNTLESPFSDL.... Result: 0 (no interaction). (7) The miRNA is hsa-miR-4800-5p with sequence AGUGGACCGAGGAAGGAAGGA. The protein sequence of the target gene is MEIEVSVAECKSVPGITSTPHPMDHPSAFYSPPHNGLLTDHHESLDNDVAREIRYLDEVLEANCCDSAVDGTYNGTSSPEPGAVVLVGGLSPPVHEATQPEPTERTASRQAPPHIELSNSSPDPMAEAERTNGHSPSQPRDALGDSLQVPVSPSSTTSSRCSSRDGEFTLTTLKKEAKFELRAFHEDKKPSKLFEDDEHEKEQYCIRKVRPSEEMLELEKERRELIRSQAVKKNPGIAAKWWNPPQEKTIEEQLDEEHLESHKKYKERKERRAQQEQLLLQKQLQQQQQQPPSQLCTAPA.... Result: 1 (interaction). (8) The miRNA is hsa-miR-6132 with sequence AGCAGGGCUGGGGAUUGCA. The protein sequence of the target gene is MLRSGPASGPSVPTGRAMPSRRVARPPAAPELGALGSPDLSSLSLAVSRSTDELEIIDEYIKENGFGLDGGQPGPGEGLPRLVSRGAASLSTVTLGPVAPPATPPPWGCPLGRLVSPAPGPGPQPHLVITEQPKQRGMRFRYECEGRSAGSILGESSTEASKTLPAIELRDCGGLREVEVTACLVWKDWPHRVHPHSLVGKDCTDGICRVRLRPHVSPRHSFNNLGIQCVRKKEIEAAIERKIQLGIDPYNAGSLKNHQEVDMNVVRICFQASYRDQQGQMRRMDPVLSEPVYDKKSTNT.... Result: 0 (no interaction).